This data is from Full USPTO retrosynthesis dataset with 1.9M reactions from patents (1976-2016). The task is: Predict the reactants needed to synthesize the given product. (1) Given the product [OH:27][CH2:18][C:12]1[CH:13]=[N:14][C:15]2[CH2:16][CH2:17][N:8]([CH2:7][C:6]3[CH:21]=[CH:22][C:3]([O:2][CH3:1])=[CH:4][CH:5]=3)[C:9](=[O:20])[C:10]=2[CH:11]=1, predict the reactants needed to synthesize it. The reactants are: [CH3:1][O:2][C:3]1[CH:22]=[CH:21][C:6]([CH2:7][N:8]2[CH2:17][CH2:16][C:15]3[N:14]=[CH:13][C:12]([CH:18]=C)=[CH:11][C:10]=3[C:9]2=[O:20])=[CH:5][CH:4]=1.C(Cl)Cl.C[OH:27]. (2) Given the product [N+:2]([C:5]1[CH:6]=[N:7][N:8]([CH2:10][CH2:11][NH:12][S:21]([CH3:20])(=[O:23])=[O:22])[CH:9]=1)([O-:4])=[O:3], predict the reactants needed to synthesize it. The reactants are: Cl.[N+:2]([C:5]1[CH:6]=[N:7][N:8]([CH2:10][CH2:11][NH2:12])[CH:9]=1)([O-:4])=[O:3].C(N(CC)CC)C.[CH3:20][S:21](Cl)(=[O:23])=[O:22].O.